From a dataset of Full USPTO retrosynthesis dataset with 1.9M reactions from patents (1976-2016). Predict the reactants needed to synthesize the given product. (1) The reactants are: [CH:1]1([S:4]([C:7]2[CH:12]=[CH:11][C:10]([CH:13]([C:21]3[NH:25][C:24]([C:26]4[N:31]=[CH:30][C:29]([CH2:32]O)=[CH:28][CH:27]=4)=[CH:23][CH:22]=3)[CH2:14][CH:15]3[CH2:20][CH2:19][O:18][CH2:17][CH2:16]3)=[CH:9][CH:8]=2)(=[O:6])=[O:5])[CH2:3][CH2:2]1.CC(C)(O)[C:36]#[N:37].C(P(CCCC)CCCC)CCC.N(C(N1CCCCC1)=O)=NC(N1CCCCC1)=O. Given the product [CH:1]1([S:4]([C:7]2[CH:8]=[CH:9][C:10]([CH:13]([C:21]3[NH:25][C:24]([C:26]4[N:31]=[CH:30][C:29]([CH2:32][C:36]#[N:37])=[CH:28][CH:27]=4)=[CH:23][CH:22]=3)[CH2:14][CH:15]3[CH2:16][CH2:17][O:18][CH2:19][CH2:20]3)=[CH:11][CH:12]=2)(=[O:6])=[O:5])[CH2:3][CH2:2]1, predict the reactants needed to synthesize it. (2) Given the product [NH2:43][C:4]1[CH:5]=[C:6]([O:38][CH2:39][CH2:40][O:41][CH3:42])[C:7]([O:8][CH2:9][CH2:10][O:11][CH2:12][CH2:13][O:14][CH2:15][CH2:16][O:17][CH2:18][CH2:19][O:20][C:21]2[CH:22]=[C:23]([NH2:34])[C:24]([C:25]#[N:26])=[CH:27][C:28]=2[O:29][CH2:30][CH2:31][O:32][CH3:33])=[CH:37][C:3]=1[C:1]#[N:2], predict the reactants needed to synthesize it. The reactants are: [C:1]([C:3]1[C:4]([N+:43]([O-])=O)=[CH:5][C:6]([O:38][CH2:39][CH2:40][O:41][CH3:42])=[C:7]([CH:37]=1)[O:8][CH2:9][CH2:10][O:11][CH2:12][CH2:13][O:14][CH2:15][CH2:16][O:17][CH2:18][CH2:19][O:20][C:21]1[C:28]([O:29][CH2:30][CH2:31][O:32][CH3:33])=[CH:27][C:24]([C:25]#[N:26])=[C:23]([N+:34]([O-])=O)[CH:22]=1)#[N:2]. (3) Given the product [NH:2]1[CH2:7][CH2:6][CH2:5][CH:4]([CH2:8][C:9]([OH:11])=[O:10])[CH2:3]1, predict the reactants needed to synthesize it. The reactants are: Cl.[N:2]1[CH:7]=[CH:6][CH:5]=[C:4]([CH2:8][C:9]([OH:11])=[O:10])[CH:3]=1.N1C=CC=C(CC(O)=O)C=1. (4) Given the product [N+:14]([C:17]1[CH:22]=[CH:21][C:20]([S:23]([O:26][C@H:27]2[CH2:32][CH2:30][N:29]([C:33]([O:35][C:36]([CH3:38])([CH3:39])[CH3:37])=[O:34])[CH2:28]2)(=[O:24])=[O:25])=[CH:19][CH:18]=1)([O-:16])=[O:15], predict the reactants needed to synthesize it. The reactants are: [N+](C1C=CC(S(Cl)(=O)=O)=CC=1)([O-])=O.[N+:14]([C:17]1[CH:22]=[CH:21][C:20]([S:23]([O:26][CH:27]2[CH2:32]C[CH2:30][N:29]([C:33]([O:35][C:36]([CH3:39])([CH3:38])[CH3:37])=[O:34])[CH2:28]2)(=[O:25])=[O:24])=[CH:19][CH:18]=1)([O-:16])=[O:15]. (5) Given the product [CH2:14]([N:11]([CH2:12][CH3:13])[C:9](=[O:10])[C:8](=[O:16])[CH2:1][CH3:2])[CH3:15], predict the reactants needed to synthesize it. The reactants are: [CH2:1]([Mg]Br)[CH3:2].C(O[C:8](=[O:16])[C:9]([N:11]([CH2:14][CH3:15])[CH2:12][CH3:13])=[O:10])C.C(O)(=O)C.O. (6) Given the product [O:4]1[C:5]2([CH2:10][CH2:9][CH:8]([C:11]3[C:19]4[C:14](=[CH:15][CH:16]=[C:17]([C:20]#[N:21])[CH:18]=4)[N:13]([CH2:22][C:23]4[CH:29]=[CH:30][CH:25]=[CH:26][CH:27]=4)[CH:12]=3)[CH2:7][CH2:6]2)[O:1][CH2:2][CH2:3]1, predict the reactants needed to synthesize it. The reactants are: [O:1]1[C:5]2([CH2:10][CH2:9][CH:8]([C:11]3[C:19]4[C:14](=[CH:15][CH:16]=[C:17]([C:20]#[N:21])[CH:18]=4)[N:13]([CH2:22][CH3:23])[CH:12]=3)[CH2:7][CH2:6]2)[O:4][CH2:3][CH2:2]1.C(Br)[C:25]1[CH:30]=[CH:29]C=[CH:27][CH:26]=1.